This data is from Catalyst prediction with 721,799 reactions and 888 catalyst types from USPTO. The task is: Predict which catalyst facilitates the given reaction. (1) Reactant: [NH2:1][C:2]1[C:7]([N+:8]([O-])=O)=[C:6]([N:11]2[CH2:16][CH2:15][N:14]([CH2:17][C:18]([NH:20][C:21]3[CH:22]=[N:23][CH:24]=[CH:25][CH:26]=3)=[O:19])[CH2:13][CH2:12]2)[C:5]([Br:27])=[CH:4][N:3]=1.[CH3:28][N:29]([CH3:38])[C:30]1[CH:37]=[CH:36][C:33]([CH:34]=O)=[CH:32][CH:31]=1.[O-]S(S([O-])=O)=O.[Na+].[Na+]. Product: [Br:27][C:5]1[C:6]([N:11]2[CH2:16][CH2:15][N:14]([CH2:17][C:18]([NH:20][C:21]3[CH:22]=[N:23][CH:24]=[CH:25][CH:26]=3)=[O:19])[CH2:13][CH2:12]2)=[C:7]2[N:8]=[C:34]([C:33]3[CH:36]=[CH:37][C:30]([N:29]([CH3:38])[CH3:28])=[CH:31][CH:32]=3)[NH:1][C:2]2=[N:3][CH:4]=1. The catalyst class is: 8. (2) Reactant: [F-].[Na+].[C:3]([O:11][CH:12]1[CH2:16][CH:15]=[CH:14][CH2:13]1)(=[O:10])[C:4]1[CH:9]=[CH:8][CH:7]=[CH:6][CH:5]=1.[F:17][C:18]([F:30])(S(F)(=O)=O)C(O[Si](C)(C)C)=O. Product: [C:3]([O:11][CH:12]1[CH2:13][CH:14]2[CH:15]([C:18]2([F:30])[F:17])[CH2:16]1)(=[O:10])[C:4]1[CH:9]=[CH:8][CH:7]=[CH:6][CH:5]=1. The catalyst class is: 2. (3) Reactant: Cl[C:2]1[C:11]2[C:6](=[C:7]([CH3:16])[CH:8]=[C:9]([S:12]([CH3:15])(=[O:14])=[O:13])[CH:10]=2)[N:5]=[N:4][C:3]=1[C:17]([NH2:19])=[O:18].[Cl:20][C:21]1[C:22]([F:28])=[C:23]([CH:25]=[CH:26][CH:27]=1)[NH2:24]. Product: [Cl:20][C:21]1[C:22]([F:28])=[C:23]([NH:24][C:2]2[C:11]3[C:6](=[C:7]([CH3:16])[CH:8]=[C:9]([S:12]([CH3:15])(=[O:14])=[O:13])[CH:10]=3)[N:5]=[N:4][C:3]=2[C:17]([NH2:19])=[O:18])[CH:25]=[CH:26][CH:27]=1. The catalyst class is: 10. (4) Reactant: [O:1]([C:14]1[CH:19]=[C:18]([CH2:20][O:21][C:22](=[O:31])[CH2:23][O:24]C(OCC=C)=O)[CH:17]=[CH:16][C:15]=1[CH2:32][C:33]1[CH:38]=[CH:37][C:36]([O:39][CH2:40][CH3:41])=[CH:35][CH:34]=1)[C@@H:2]1[O:10][C@H:9]([C@@H:11]([CH3:13])[OH:12])[C@@H:7]([OH:8])[C@H:5]([OH:6])[C@H:3]1[OH:4].C1(P(C2C=CC=CC=2)C2C=CC=CC=2)C=CC=CC=1.CC1(C)CC(=O)CC(=O)C1.C(Cl)Cl. Product: [O:1]([C:14]1[CH:19]=[C:18]([CH2:20][O:21][C:22](=[O:31])[CH2:23][OH:24])[CH:17]=[CH:16][C:15]=1[CH2:32][C:33]1[CH:38]=[CH:37][C:36]([O:39][CH2:40][CH3:41])=[CH:35][CH:34]=1)[C@@H:2]1[O:10][C@H:9]([C@@H:11]([CH3:13])[OH:12])[C@@H:7]([OH:8])[C@H:5]([OH:6])[C@H:3]1[OH:4]. The catalyst class is: 188. (5) Reactant: [CH3:1][C:2]1[N:3]=[C:4]([NH:7][C:8](=[O:10])[CH3:9])[S:5][CH:6]=1.[Br:11]N1C(=O)CCC1=O.O. Product: [Br:11][C:6]1[S:5][C:4]([NH:7][C:8](=[O:10])[CH3:9])=[N:3][C:2]=1[CH3:1]. The catalyst class is: 15. (6) Reactant: Br[C:2]1[N:6]([CH:7]([CH3:9])[CH3:8])[C:5]2[CH:10]([C:23]3[CH:28]=[CH:27][C:26]([Cl:29])=[CH:25][CH:24]=3)[N:11]([C:14]3[CH:19]=[C:18]([CH3:20])[C:17](=[O:21])[N:16]([CH3:22])[CH:15]=3)[C:12](=[O:13])[C:4]=2[N:3]=1.[CH3:30][C:31]1[C:35](B2OC(C)(C)C(C)(C)O2)=[C:34]([CH3:45])[O:33][N:32]=1.C([O-])([O-])=O.[K+].[K+]. The catalyst class is: 70. Product: [Cl:29][C:26]1[CH:27]=[CH:28][C:23]([CH:10]2[C:5]3[N:6]([CH:7]([CH3:9])[CH3:8])[C:2]([C:35]4[C:31]([CH3:30])=[N:32][O:33][C:34]=4[CH3:45])=[N:3][C:4]=3[C:12](=[O:13])[N:11]2[C:14]2[CH:19]=[C:18]([CH3:20])[C:17](=[O:21])[N:16]([CH3:22])[CH:15]=2)=[CH:24][CH:25]=1. (7) Reactant: [NH2:1][C:2]1[N:3]=[N:4][C:5]([Cl:8])=[CH:6][CH:7]=1.CO[C:11](OC)([N:13]([CH3:15])[CH3:14])[CH3:12]. Product: [CH3:14][N:13]([CH3:15])[C:11](=[N:1][C:2]1[N:3]=[N:4][C:5]([Cl:8])=[CH:6][CH:7]=1)[CH3:12]. The catalyst class is: 11. (8) The catalyst class is: 8. Reactant: [I:1][C:2]1[CH:12]=[CH:11][C:5]([C:6](OCC)=[O:7])=[CH:4][N:3]=1.[BH4-].[Na+]. Product: [I:1][C:2]1[N:3]=[CH:4][C:5]([CH2:6][OH:7])=[CH:11][CH:12]=1. (9) Reactant: [C:1]([CH:5]1[CH2:10][CH2:9][CH:8]([C:11]2[CH:19]=[CH:18][C:14]([CH:15]=[N:16]O)=[CH:13][C:12]=2[N:20]2[CH2:25][CH2:24][N:23]([CH2:26][CH2:27][CH2:28][CH3:29])[CH2:22][CH2:21]2)[CH2:7][CH2:6]1)([CH3:4])([CH3:3])[CH3:2].C1(S(Cl)(=O)=O)C=CC=CC=1.N1C=CC=CC=1. Product: [C:1]([CH:5]1[CH2:6][CH2:7][CH:8]([C:11]2[CH:19]=[CH:18][C:14]([C:15]#[N:16])=[CH:13][C:12]=2[N:20]2[CH2:25][CH2:24][N:23]([CH2:26][CH2:27][CH2:28][CH3:29])[CH2:22][CH2:21]2)[CH2:9][CH2:10]1)([CH3:4])([CH3:3])[CH3:2]. The catalyst class is: 7. (10) The catalyst class is: 327. Product: [C:1]([O:4][CH2:5][C:6]1[C:16]2[CH2:15][CH2:14][C:13]3[CH:17]=[CH:18][CH:19]=[CH:20][C:12]=3[C:11](=[O:21])[C:10]=2[CH:9]=[CH:8][CH:7]=1)(=[O:3])[CH3:2]. Reactant: [C:1]([O:4][CH2:5][C:6]1[C:16]2[CH2:15][CH2:14][C:13]3[CH:17]=[CH:18][CH:19]=[CH:20][C:12]=3[CH:11]([OH:21])[C:10]=2[CH:9]=[CH:8][CH:7]=1)(=[O:3])[CH3:2].